Dataset: Full USPTO retrosynthesis dataset with 1.9M reactions from patents (1976-2016). Task: Predict the reactants needed to synthesize the given product. (1) The reactants are: [NH:1]1[C:9]2[C:4](=[CH:5][CH:6]=[CH:7][CH:8]=2)[CH2:3][CH:2]1[C:10](O)=[O:11].C1COCC1. Given the product [NH:1]1[C:9]2[C:4](=[CH:5][CH:6]=[CH:7][CH:8]=2)[CH2:3][CH:2]1[CH2:10][OH:11], predict the reactants needed to synthesize it. (2) Given the product [CH3:11][C:12]1([CH3:14])[O:5][CH:1]([C@H:23]2[O:24][C@@H:29]3[O:30][C:20]([CH3:21])([CH3:7])[O:28][C@@H:27]3[C:25]2=[O:26])[CH2:2][O:3]1, predict the reactants needed to synthesize it. The reactants are: [C:1](Cl)(=[O:5])[C:2](Cl)=[O:3].[CH3:7]S(C)=O.[CH3:11][C:12]([CH2:14]C(O)(C)C)=O.O[C@H:20]1[O:28][C@H:27]([CH2:29][OH:30])[C@@H:25]([OH:26])[C@H:23]([OH:24])[C@H:21]1O.[Cl-].[NH4+]. (3) Given the product [F:1][C:2]1[CH:3]=[C:4]([N:8]2[C:12]([CH2:13][OH:14])=[N:11][CH:10]=[N:9]2)[CH:5]=[CH:6][CH:7]=1, predict the reactants needed to synthesize it. The reactants are: [F:1][C:2]1[CH:3]=[C:4]([N:8]2[CH:12]=[N:11][CH:10]=[N:9]2)[CH:5]=[CH:6][CH:7]=1.[CH2:13]=[O:14]. (4) Given the product [CH:1]([C:5]1[CH:10]=[CH:9][C:8]([N:11]2[C:20](=[O:21])[C:19]3[C:14](=[CH:15][CH:16]=[CH:17][CH:18]=3)[N:13]=[C:12]2[C:22]2[CH:23]=[N:24][C:25]([CH3:29])=[CH:26][CH:27]=2)=[CH:7][CH:6]=1)([CH2:3][CH3:4])[CH3:2], predict the reactants needed to synthesize it. The reactants are: [CH:1]([C:5]1[CH:10]=[CH:9][C:8]([N:11]2[C:20](=[O:21])[C:19]3[C:14](=[CH:15][CH:16]=[CH:17][CH:18]=3)[N:13]=[C:12]2[C:22]2[CH:23]=[N:24][C:25](Cl)=[CH:26][CH:27]=2)=[CH:7][CH:6]=1)([CH2:3][CH3:4])[CH3:2].[CH3:29]B1OB(C)OB(C)O1.C([O-])([O-])=O.[K+].[K+]. (5) Given the product [Cl:1][C:2]1[C:7]([C:8]([NH:17][C:16]2[CH:18]=[CH:19][C:20]([C:21]3[O:25][CH:24]=[N:23][CH:22]=3)=[C:14]([O:13][CH3:12])[CH:15]=2)=[O:9])=[C:6]([Cl:11])[N:5]=[CH:4][N:3]=1, predict the reactants needed to synthesize it. The reactants are: [Cl:1][C:2]1[C:7]([C:8](Cl)=[O:9])=[C:6]([Cl:11])[N:5]=[CH:4][N:3]=1.[CH3:12][O:13][C:14]1[CH:15]=[C:16]([CH:18]=[CH:19][C:20]=1[C:21]1[O:25][CH:24]=[N:23][CH:22]=1)[NH2:17]. (6) Given the product [C:29]([O:33][C:34](=[O:35])[N:36]([C@H:37]([CH2:44][C:45]1[CH:50]=[CH:49][C:48]([Cl:51])=[C:47]([Cl:52])[CH:46]=1)[C@H:38]([OH:43])[CH2:39][C:40](=[O:41])[NH:9][C@@H:10]1[CH2:16][CH2:15][CH2:14][CH2:13][NH:12][C:11]1=[O:17])[CH3:53])([CH3:32])([CH3:30])[CH3:31], predict the reactants needed to synthesize it. The reactants are: C(N(CC)CC)C.Cl.[NH2:9][C@@H:10]1[CH2:16][CH2:15][CH2:14][CH2:13][NH:12][C:11]1=[O:17].O.ON1C2C=CC=CC=2N=N1.[C:29]([O:33][C:34]([N:36]([CH3:53])[C@H:37]([CH2:44][C:45]1[CH:50]=[CH:49][C:48]([Cl:51])=[C:47]([Cl:52])[CH:46]=1)[C@H:38]([OH:43])[CH2:39][C:40](O)=[O:41])=[O:35])([CH3:32])([CH3:31])[CH3:30].C1(N=C=NC2CCCCC2)CCCCC1.C(=O)([O-])O.[K+].C(=O)=O.